Predict the product of the given reaction. From a dataset of Forward reaction prediction with 1.9M reactions from USPTO patents (1976-2016). (1) Given the reactants [NH:1]([C:3](=[NH:18])[C:4]1[CH:5]=[CH:6][C:7]2[N:8]([CH:10]=[C:11]([C:13]([O:15][CH2:16][CH3:17])=[O:14])[N:12]=2)[CH:9]=1)[NH2:2].[CH:19](O)=O, predict the reaction product. The product is: [NH:2]1[CH:19]=[N:18][C:3]([C:4]2[CH:5]=[CH:6][C:7]3[N:8]([CH:10]=[C:11]([C:13]([O:15][CH2:16][CH3:17])=[O:14])[N:12]=3)[CH:9]=2)=[N:1]1. (2) Given the reactants Br[C:2]1[CH:3]=[CH:4][C:5]2[O:11][CH2:10][CH2:9][N:8]3[CH:12]=[C:13]([C:15]4[N:19]([CH:20]([CH3:22])[CH3:21])[N:18]=[CH:17][N:16]=4)[N:14]=[C:7]3[C:6]=2[CH:23]=1.[N:24]1(C([O-])=O)[CH:28]=[CH:27][CH:26]=[N:25]1, predict the reaction product. The product is: [CH:20]([N:19]1[C:15]([C:13]2[N:14]=[C:7]3[C:6]4[CH:23]=[C:2]([C:27]5[CH:28]=[N:24][NH:25][CH:26]=5)[CH:3]=[CH:4][C:5]=4[O:11][CH2:10][CH2:9][N:8]3[CH:12]=2)=[N:16][CH:17]=[N:18]1)([CH3:22])[CH3:21]. (3) Given the reactants Br[C:2]1[CH:3]=[C:4]([N:9]2[CH:13]=[CH:12][C:11]([C:14]3[CH:19]=[CH:18][CH:17]=[CH:16][N:15]=3)=[CH:10]2)[CH:5]=[C:6]([F:8])[CH:7]=1.C[C:21]1[CH:26]=[CH:25][N:24]=[CH:23][C:22]=1B(O)O.[C:30](=O)([O-])[O-].[K+].[K+].CO, predict the reaction product. The product is: [F:8][C:6]1[CH:7]=[C:2]([C:21]2[CH:26]=[CH:25][N:24]=[CH:23][C:22]=2[CH3:30])[CH:3]=[C:4]([N:9]2[CH:13]=[CH:12][C:11]([C:14]3[CH:19]=[CH:18][CH:17]=[CH:16][N:15]=3)=[CH:10]2)[CH:5]=1. (4) Given the reactants CS(C)=O.C(Cl)(=O)C(Cl)=O.[Br:11][C:12]1[CH:21]=[CH:20][C:19]2[O:18][C:17]3(N4CCOCC4)[CH2:22][CH2:23][O:24][CH2:25][CH:16]3[CH:15]([OH:32])[C:14]=2[CH:13]=1.C(N(CC)CC)C, predict the reaction product. The product is: [Br:11][C:12]1[CH:21]=[CH:20][C:19]2[O:18][C:17]3[CH2:22][CH2:23][O:24][CH2:25][C:16]=3[C:15](=[O:32])[C:14]=2[CH:13]=1. (5) The product is: [C:1]([O:5][C:6](=[O:14])/[CH:7]=[C:27](/[C:23]1[CH:24]=[CH:25][CH:26]=[C:21]([Br:20])[CH:22]=1)\[CH3:28])([CH3:4])([CH3:3])[CH3:2]. Given the reactants [C:1]([O:5][C:6](=[O:14])[CH2:7]P(OC)(OC)=O)([CH3:4])([CH3:3])[CH3:2].[Li]CCCC.[Br:20][C:21]1[CH:22]=[C:23]([C:27](=O)[CH3:28])[CH:24]=[CH:25][CH:26]=1, predict the reaction product. (6) Given the reactants [CH:1]([O:4][C:5]([N:7]1[CH2:12][CH2:11][CH:10]([CH2:13][CH2:14][CH2:15][C:16](O)=[O:17])[CH2:9][CH2:8]1)=[O:6])([CH3:3])[CH3:2], predict the reaction product. The product is: [OH:17][CH2:16][CH2:15][CH2:14][CH2:13][CH:10]1[CH2:9][CH2:8][N:7]([C:5]([O:4][CH:1]([CH3:3])[CH3:2])=[O:6])[CH2:12][CH2:11]1.